The task is: Predict the reactants needed to synthesize the given product.. This data is from Full USPTO retrosynthesis dataset with 1.9M reactions from patents (1976-2016). Given the product [Br:33][C:30]1[CH:31]=[CH:32][C:23]([NH:22][C:10]([C:7]2[S:8][CH:9]=[C:5]([S:2](=[O:3])(=[O:4])[NH:19][C:18]3[CH:20]=[CH:21][C:15]([Br:14])=[CH:16][CH:17]=3)[C:6]=2[CH3:13])=[O:12])=[C:24]([CH:29]=1)[C:25]([OH:27])=[O:26], predict the reactants needed to synthesize it. The reactants are: Cl[S:2]([C:5]1[C:6]([CH3:13])=[C:7]([C:10]([OH:12])=O)[S:8][CH:9]=1)(=[O:4])=[O:3].[Br:14][C:15]1[CH:21]=[CH:20][C:18]([NH2:19])=[CH:17][CH:16]=1.[NH2:22][C:23]1[CH:32]=[CH:31][C:30]([Br:33])=[CH:29][C:24]=1[C:25]([O:27]C)=[O:26].